From a dataset of Full USPTO retrosynthesis dataset with 1.9M reactions from patents (1976-2016). Predict the reactants needed to synthesize the given product. (1) Given the product [C:36]([C:33]1[CH:34]=[C:35]2[C:30](=[CH:31][C:32]=1[O:38][CH2:39][CH:40]1[CH2:42][O:41]1)[N:29]=[CH:28][CH:27]=[C:26]2[O:25][C:24]1[CH:43]=[CH:44][C:21]([NH:20][C:11]([NH:10][C:6]2[S:5][CH:9]=[CH:8][N:7]=2)=[O:12])=[C:22]([F:45])[CH:23]=1)#[N:37], predict the reactants needed to synthesize it. The reactants are: CS(C)=O.[S:5]1[CH:9]=[CH:8][N:7]=[C:6]1[NH:10][C:11](=O)[O:12]C1C=CC=CC=1.[NH2:20][C:21]1[CH:44]=[CH:43][C:24]([O:25][C:26]2[C:35]3[C:30](=[CH:31][C:32]([O:38][CH2:39][CH:40]4[CH2:42][O:41]4)=[C:33]([C:36]#[N:37])[CH:34]=3)[N:29]=[CH:28][CH:27]=2)=[CH:23][C:22]=1[F:45]. (2) Given the product [CH3:25][C:24]1([CH3:29])[O:1][C@@H:2]([CH2:3][O:4][C:5]2[CH:6]=[CH:7][C:8]([C:11]3[O:15][N:14]=[C:13]([C:16]([O:18][CH2:19][CH3:20])=[O:17])[CH:12]=3)=[CH:9][CH:10]=2)[CH2:21][O:22]1, predict the reactants needed to synthesize it. The reactants are: [OH:1][CH:2]([CH2:21][OH:22])[CH2:3][O:4][C:5]1[CH:10]=[CH:9][C:8]([C:11]2[O:15][N:14]=[C:13]([C:16]([O:18][CH2:19][CH3:20])=[O:17])[CH:12]=2)=[CH:7][CH:6]=1.O.[C:24]1(C)[CH:29]=CC(S(O)(=O)=O)=C[CH:25]=1.COC(OC)(C)C. (3) The reactants are: [C:1]([SiH2:5][O:6][C:7]([CH3:17])([CH3:16])[C:8]1[CH:9]=[C:10]([CH2:14]O)[CH:11]=[CH:12][CH:13]=1)([CH3:4])([CH3:3])[CH3:2].[CH2:18]([N:20](CC)CC)C.CS(Cl)(=O)=O.[C-]#N.[Na+]. Given the product [C:1]([SiH2:5][O:6][C:7]([CH3:17])([CH3:16])[C:8]1[CH:9]=[C:10]([CH2:14][C:18]#[N:20])[CH:11]=[CH:12][CH:13]=1)([CH3:4])([CH3:3])[CH3:2], predict the reactants needed to synthesize it. (4) The reactants are: [CH3:1][O:2][C:3]1[CH:4]=[C:5]([CH:31]=[CH:32][C:33]=1[OH:34])[CH2:6][NH:7][C:8]1[C:9]2[N:10]=[CH:11][N:12]([C:27]=2[N:28]=[CH:29][N:30]=1)[C@@H:13]1[O:23][C@H:17]([CH:18](C(=O)C)[OH:19])[C@@:15](C(=O)C)([OH:16])[CH2:14]1.CO.N. Given the product [CH3:1][O:2][C:3]1[CH:4]=[C:5]([CH:31]=[CH:32][C:33]=1[OH:34])[CH2:6][NH:7][C:8]1[C:9]2[N:10]=[CH:11][N:12]([C:27]=2[N:28]=[CH:29][N:30]=1)[C@@H:13]1[O:23][C@H:17]([CH2:18][OH:19])[C@@H:15]([OH:16])[CH2:14]1, predict the reactants needed to synthesize it. (5) Given the product [NH2:10][CH2:11][C:12]1[S:13][CH:14]=[C:15]([C:17]2[CH:18]=[C:19]3[C:23](=[CH:24][CH:25]=2)[N:22]([CH3:26])[C:21]2[N:27]([CH3:39])[C:28](=[O:38])[C:29]([C:31]4[CH:36]=[CH:35][C:34]([Br:37])=[CH:33][CH:32]=4)=[CH:30][C:20]3=2)[N:16]=1, predict the reactants needed to synthesize it. The reactants are: C(OC(=O)[NH:10][CH2:11][C:12]1[S:13][CH:14]=[C:15]([C:17]2[CH:18]=[C:19]3[C:23](=[CH:24][CH:25]=2)[N:22]([CH3:26])[C:21]2[N:27]([CH3:39])[C:28](=[O:38])[C:29]([C:31]4[CH:36]=[CH:35][C:34]([Br:37])=[CH:33][CH:32]=4)=[CH:30][C:20]3=2)[N:16]=1)C1C=CC=CC=1.C1(SC)C=CC=CC=1.O. (6) Given the product [NH2:19][C:15]1[C:14]2[C:10]([C:6]3[CH:5]=[C:4]4[C:9](=[CH:8][CH:7]=3)[N:1]([C:53](=[O:54])[CH2:52][C:48]3[CH:47]=[C:46]([CH:51]=[CH:50][CH:49]=3)[C:44]#[N:45])[CH2:2][CH2:3]4)=[CH:11][S:12][C:13]=2[CH:18]=[CH:17][N:16]=1, predict the reactants needed to synthesize it. The reactants are: [NH:1]1[C:9]2[C:4](=[CH:5][C:6]([C:10]3[C:14]4[C:15]([NH2:19])=[N:16][CH:17]=[CH:18][C:13]=4[S:12][CH:11]=3)=[CH:7][CH:8]=2)[CH2:3][CH2:2]1.CN(C(ON1N=NC2C=CC=NC1=2)=[N+](C)C)C.F[P-](F)(F)(F)(F)F.[C:44]([C:46]1[CH:47]=[C:48]([CH2:52][C:53](O)=[O:54])[CH:49]=[CH:50][CH:51]=1)#[N:45].CCN(C(C)C)C(C)C. (7) Given the product [CH3:9][O:8][C:5]1[CH:4]=[CH:3][C:2]([C:12]([S:14][CH:16]([C:17]#[N:18])[C:19]2[CH:24]=[CH:23][CH:22]=[CH:21][CH:20]=2)=[S:13])=[CH:7][CH:6]=1, predict the reactants needed to synthesize it. The reactants are: C([Mg]Br)[C:2]1[CH:7]=[CH:6][C:5]([O:8][CH3:9])=[CH:4][CH:3]=1.[C:12](=[S:14])=[S:13].Br[CH:16]([C:19]1[CH:24]=[CH:23][CH:22]=[CH:21][CH:20]=1)[C:17]#[N:18]. (8) Given the product [CH2:13]([NH:12][C:7]1[CH:8]=[C:9]2[C:4](=[CH:5][CH:6]=1)[N:3]=[C:2]([CH3:1])[CH:11]=[CH:10]2)[CH3:14], predict the reactants needed to synthesize it. The reactants are: [CH3:1][C:2]1[CH:11]=[CH:10][C:9]2[C:4](=[CH:5][CH:6]=[C:7]([NH2:12])[CH:8]=2)[N:3]=1.[CH3:13][C:14]#N.